From a dataset of Catalyst prediction with 721,799 reactions and 888 catalyst types from USPTO. Predict which catalyst facilitates the given reaction. (1) Reactant: [Br:1][C:2]1[CH:3]=[C:4]([CH:8]=[C:9]([F:11])[CH:10]=1)[C:5]([OH:7])=[O:6].[CH3:12][Si](C=[N+]=[N-])(C)C.C(O)(=O)C. Product: [CH3:12][O:6][C:5](=[O:7])[C:4]1[CH:8]=[C:9]([F:11])[CH:10]=[C:2]([Br:1])[CH:3]=1. The catalyst class is: 61. (2) Reactant: Cl.Cl[CH2:3][C:4]1[N:5]([CH2:18][C:19]2[CH:24]=[CH:23][CH:22]=[CH:21][CH:20]=2)[C:6]2[C:15]3[CH:14]=[CH:13][CH:12]=[CH:11][C:10]=3[N:9]=[C:8]([NH2:16])[C:7]=2[N:17]=1.[CH3:25][SH:26].C[O-].[Na+]. Product: [CH3:25][S:26][CH2:3][C:4]1[N:5]([CH2:18][C:19]2[CH:24]=[CH:23][CH:22]=[CH:21][CH:20]=2)[C:6]2[C:15]3[CH:14]=[CH:13][CH:12]=[CH:11][C:10]=3[N:9]=[C:8]([NH2:16])[C:7]=2[N:17]=1. The catalyst class is: 5. (3) Reactant: [Br:1]Br.C(O)(=O)C.[CH2:7]([C:9]1([CH2:19][CH3:20])[C:17]2[C:12](=[CH:13][CH:14]=[CH:15][CH:16]=2)[NH:11][C:10]1=[O:18])[CH3:8].C([O-])(=O)C.[Na+]. Product: [Br:1][C:15]1[CH:16]=[C:17]2[C:12](=[CH:13][CH:14]=1)[NH:11][C:10](=[O:18])[C:9]2([CH2:7][CH3:8])[CH2:19][CH3:20]. The catalyst class is: 22.